Predict the reactants needed to synthesize the given product. From a dataset of Full USPTO retrosynthesis dataset with 1.9M reactions from patents (1976-2016). (1) Given the product [NH2:2][C:1](=[N:19][OH:20])[C:3]1[CH:17]=[CH:16][C:6]([O:7][CH2:8][C:9]([O:11][C:12]([CH3:13])([CH3:14])[CH3:15])=[O:10])=[C:5]([F:18])[CH:4]=1, predict the reactants needed to synthesize it. The reactants are: [C:1]([C:3]1[CH:17]=[CH:16][C:6]([O:7][CH2:8][C:9]([O:11][C:12]([CH3:15])([CH3:14])[CH3:13])=[O:10])=[C:5]([F:18])[CH:4]=1)#[N:2].[NH2:19][OH:20]. (2) Given the product [O:10]=[S:9]1(=[O:11])[CH:4]([CH2:1][CH2:2][CH2:3][OH:31])[CH2:5][C:6]2[CH:21]=[CH:20][CH:19]=[CH:18][C:7]=2[N:8]1[C:12]1[CH:13]=[CH:14][CH:15]=[CH:16][CH:17]=1, predict the reactants needed to synthesize it. The reactants are: [CH2:1]([CH:4]1[S:9](=[O:11])(=[O:10])[N:8]([C:12]2[CH:17]=[CH:16][CH:15]=[CH:14][CH:13]=2)[C:7]2[CH:18]=[CH:19][CH:20]=[CH:21][C:6]=2[CH2:5]1)[CH:2]=[CH2:3].C12BC(CCC1)CCC2.[OH-:31].[Na+].OO. (3) Given the product [C:1]([O:8][CH2:9][CH:10]([CH2:14][OH:15])[CH2:11][CH2:12][NH2:13])(=[O:27])[CH3:2], predict the reactants needed to synthesize it. The reactants are: [CH2:1]([O:8][CH2:9][C:10]([CH2:14][O:15]CC1C=CC=CC=1)=[CH:11][C:12]#[N:13])[C:2]1C=CC=CC=1.[H][H].C(O)(=[O:27])C. (4) Given the product [CH:2]([C:4]1[CH:18]=[CH:17][C:7]2=[C:8]3[C:13](=[C:14]([NH2:16])[N:15]=[C:6]2[CH:5]=1)[N:12]=[CH:11][CH:10]=[CH:9]3)([CH3:3])[CH3:1], predict the reactants needed to synthesize it. The reactants are: [CH2:1]=[C:2]([C:4]1[CH:18]=[CH:17][C:7]2=[C:8]3[C:13](=[C:14]([NH2:16])[N:15]=[C:6]2[CH:5]=1)[N:12]=[CH:11][CH:10]=[CH:9]3)[CH3:3]. (5) Given the product [OH:5][C@H:6]1[CH2:11][CH2:10][C@H:9]([S:12][C:13]2[CH:20]=[C:19]([N:21]3[C:25]4=[N:26][CH:27]=[CH:28][C:29]([C:30]5[CH:31]=[N:32][C:33]6[C:38]([CH:39]=5)=[CH:37][CH:36]=[CH:35][CH:34]=6)=[C:24]4[C:23]([CH3:40])=[CH:22]3)[CH:18]=[CH:17][C:14]=2[C:15]([NH2:16])=[O:1])[CH2:8][CH2:7]1, predict the reactants needed to synthesize it. The reactants are: [OH-:1].[Na+].OO.[OH:5][C@H:6]1[CH2:11][CH2:10][C@H:9]([S:12][C:13]2[CH:20]=[C:19]([N:21]3[C:25]4=[N:26][CH:27]=[CH:28][C:29]([C:30]5[CH:31]=[N:32][C:33]6[C:38]([CH:39]=5)=[CH:37][CH:36]=[CH:35][CH:34]=6)=[C:24]4[C:23]([CH3:40])=[CH:22]3)[CH:18]=[CH:17][C:14]=2[C:15]#[N:16])[CH2:8][CH2:7]1.O. (6) Given the product [CH3:1][C:2]1[CH:3]=[C:4]([CH:14]=[CH:15][CH:16]=1)[O:5][C:6]1[CH:7]=[C:8]([CH:11]=[CH:12][CH:13]=1)[CH2:9][NH2:10], predict the reactants needed to synthesize it. The reactants are: [CH3:1][C:2]1[CH:3]=[C:4]([CH:14]=[CH:15][CH:16]=1)[O:5][C:6]1[CH:7]=[C:8]([CH:11]=[CH:12][CH:13]=1)[C:9]#[N:10].[H-].[Al+3].[Li+].[H-].[H-].[H-].C1COCC1.[OH-].[Na+].